This data is from TCR-epitope binding with 47,182 pairs between 192 epitopes and 23,139 TCRs. The task is: Binary Classification. Given a T-cell receptor sequence (or CDR3 region) and an epitope sequence, predict whether binding occurs between them. (1) The epitope is SEISMDNSPNL. The TCR CDR3 sequence is CASSQDQLAGYNEQFF. Result: 1 (the TCR binds to the epitope). (2) The epitope is SFHSLHLLF. The TCR CDR3 sequence is CASSPPRVRDEQFF. Result: 1 (the TCR binds to the epitope). (3) Result: 1 (the TCR binds to the epitope). The TCR CDR3 sequence is CASSQGVGQETQYF. The epitope is FIAGLIAIV. (4) The epitope is AYAQKIFKI. The TCR CDR3 sequence is CAISIASYNEQFF. Result: 1 (the TCR binds to the epitope). (5) The epitope is FTISVTTEIL. The TCR CDR3 sequence is CASSVDKGGADTQYF. Result: 0 (the TCR does not bind to the epitope). (6) The epitope is VTEHDTLLY. The TCR CDR3 sequence is CASSQDEMGGSSYNEQFF. Result: 0 (the TCR does not bind to the epitope). (7) The epitope is IPIQASLPF. The TCR CDR3 sequence is CASSQLTGSGNTIYF. Result: 1 (the TCR binds to the epitope).